This data is from Full USPTO retrosynthesis dataset with 1.9M reactions from patents (1976-2016). The task is: Predict the reactants needed to synthesize the given product. (1) Given the product [Cl:1][C:2]1[CH:7]=[CH:6][C:5]([C:8]2[N:9]([CH2:14][C@H:15]([OH:20])[C:16]([F:18])([F:19])[F:17])[C:10](=[O:13])[N:11]([CH2:22][C:23]3[S:24][C:25]([C:32]4[CH:37]=[CH:36][CH:35]=[CH:34][C:33]=4[Cl:38])=[C:26]([C:28]([F:31])([F:29])[F:30])[N:27]=3)[N:12]=2)=[CH:4][CH:3]=1, predict the reactants needed to synthesize it. The reactants are: [Cl:1][C:2]1[CH:7]=[CH:6][C:5]([C:8]2[N:9]([CH2:14][C@H:15]([OH:20])[C:16]([F:19])([F:18])[F:17])[C:10](=[O:13])[NH:11][N:12]=2)=[CH:4][CH:3]=1.Br[CH2:22][C:23]1[S:24][C:25]([C:32]2[CH:37]=[CH:36][CH:35]=[CH:34][C:33]=2[Cl:38])=[C:26]([C:28]([F:31])([F:30])[F:29])[N:27]=1. (2) Given the product [CH3:1][O:2][C:3]1[C:17]2[C:12](=[CH:13][CH:14]=[CH:15][CH:16]=2)[N:11]([C:19]([NH2:20])=[O:18])[C:10]2[C:5](=[CH:6][CH:7]=[CH:8][CH:9]=2)[CH:4]=1, predict the reactants needed to synthesize it. The reactants are: [CH3:1][O:2][C:3]1[C:17]2[C:12](=[CH:13][CH:14]=[CH:15][CH:16]=2)[NH:11][C:10]2[C:5](=[CH:6][CH:7]=[CH:8][CH:9]=2)[CH:4]=1.[O-:18][C:19]#[N:20].[Na+].C(O)(=O)/C=C\C(O)=O. (3) The reactants are: Br[C:2]1[CH:7]=[CH:6][CH:5]=[C:4]([Cl:8])[C:3]=1[Cl:9].C([Li])CCC.[C:15]([N:22]1[CH2:26][CH2:25][C:24](=[O:27])[CH2:23]1)([O:17][C:18]([CH3:21])([CH3:20])[CH3:19])=[O:16]. Given the product [Cl:9][C:3]1[C:4]([Cl:8])=[CH:5][CH:6]=[CH:7][C:2]=1[C:24]1([OH:27])[CH2:25][CH2:26][N:22]([C:15]([O:17][C:18]([CH3:20])([CH3:19])[CH3:21])=[O:16])[CH2:23]1, predict the reactants needed to synthesize it.